The task is: Predict the reactants needed to synthesize the given product.. This data is from Full USPTO retrosynthesis dataset with 1.9M reactions from patents (1976-2016). (1) Given the product [NH2:6][C:5]1[N:31]([C:21]2[C:22]([Cl:30])=[CH:23][C:24]([C:26]([F:27])([F:28])[F:29])=[CH:25][C:20]=2[Cl:19])[N:32]=[C:3]([S:17][CH3:18])[C:4]=1[C:7](=[O:16])[C:8]1[CH:13]=[C:12]([CH3:14])[CH:11]=[CH:10][C:9]=1[CH3:15], predict the reactants needed to synthesize it. The reactants are: CS[C:3]([S:17][CH3:18])=[C:4]([C:7](=[O:16])[C:8]1[CH:13]=[C:12]([CH3:14])[CH:11]=[CH:10][C:9]=1[CH3:15])[C:5]#[N:6].[Cl:19][C:20]1[CH:25]=[C:24]([C:26]([F:29])([F:28])[F:27])[CH:23]=[C:22]([Cl:30])[C:21]=1[NH:31][NH2:32]. (2) The reactants are: [N:1]1[N:2]([C:6]2[CH:11]=[CH:10][CH:9]=[CH:8][C:7]=2[C:12]([N:14]2[CH2:19][C@H:18]([OH:20])[CH2:17][CH2:16][C@H:15]2[CH3:21])=[O:13])[N:3]=[CH:4][CH:5]=1.C[C@H]1N(C(C2C=CC=CC=2N2N=CC=N2)=O)C[C@H](OC2C=C(C(O)C)C=CC=2)CC1. Given the product [N:1]1[N:2]([C:6]2[CH:11]=[CH:10][CH:9]=[CH:8][C:7]=2[C:12]([N:14]2[CH2:19][C@@H:18]([OH:20])[CH2:17][CH2:16][C@H:15]2[CH3:21])=[O:13])[N:3]=[CH:4][CH:5]=1, predict the reactants needed to synthesize it.